This data is from TCR-epitope binding with 47,182 pairs between 192 epitopes and 23,139 TCRs. The task is: Binary Classification. Given a T-cell receptor sequence (or CDR3 region) and an epitope sequence, predict whether binding occurs between them. (1) Result: 0 (the TCR does not bind to the epitope). The TCR CDR3 sequence is CAISRDKESNQPQHF. The epitope is MMISAGFSL. (2) The epitope is GTITVEELK. The TCR CDR3 sequence is CASSPETIGSTTDTQYF. Result: 0 (the TCR does not bind to the epitope).